From a dataset of Reaction yield outcomes from USPTO patents with 853,638 reactions. Predict the reaction yield, written as a fraction of the theoretical maximum amount of product (1.0 means a 100% yield; for example, 0.34 means a 34% yield). (1) The reactants are [N:1]1[C:10]2[C:5](=[CH:6][CH:7]=[CH:8][CH:9]=2)[N:4]=[CH:3][C:2]=1[C:11]([NH:13][C:14]1[CH:18]=[CH:17][S:16][C:15]=1[C:19]([O:21]C)=[O:20])=[O:12].B(Br)(Br)Br. The catalyst is C(Cl)Cl. The product is [N:1]1[C:10]2[C:5](=[CH:6][CH:7]=[CH:8][CH:9]=2)[N:4]=[CH:3][C:2]=1[C:11]([NH:13][C:14]1[CH:18]=[CH:17][S:16][C:15]=1[C:19]([OH:21])=[O:20])=[O:12]. The yield is 0.420. (2) The reactants are [CH3:1][O:2][C:3]1([CH2:10][C:11]2[CH:16]=[CH:15][CH:14]=[CH:13][C:12]=2[CH3:17])[CH2:8][CH2:7][C:6](=O)[CH2:5][CH2:4]1.[C:18]([O:22][C:23]([N:25]1[CH2:30][CH2:29][NH:28][CH2:27][CH2:26]1)=[O:24])([CH3:21])([CH3:20])[CH3:19].C(O)(=O)C.C(O[BH-](OC(=O)C)OC(=O)C)(=O)C.[Na+]. The catalyst is ClC(Cl)C.C(OCC)(=O)C. The product is [CH3:1][O:2][C:3]1([CH2:10][C:11]2[CH:16]=[CH:15][CH:14]=[CH:13][C:12]=2[CH3:17])[CH2:8][CH2:7][CH:6]([N:28]2[CH2:27][CH2:26][N:25]([C:23]([O:22][C:18]([CH3:21])([CH3:20])[CH3:19])=[O:24])[CH2:30][CH2:29]2)[CH2:5][CH2:4]1. The yield is 0.700. (3) The reactants are [NH:1]1[CH2:6][CH2:5][NH:4][CH2:3][CH2:2]1.[CH3:7][C:8]([O:11][C:12](O[C:12]([O:11][C:8]([CH3:10])([CH3:9])[CH3:7])=[O:13])=[O:13])([CH3:10])[CH3:9]. The catalyst is C(Cl)Cl. The product is [N:1]1([C:12]([O:11][C:8]([CH3:10])([CH3:9])[CH3:7])=[O:13])[CH2:6][CH2:5][NH:4][CH2:3][CH2:2]1. The yield is 0.500. (4) The reactants are C(O)(=O)/C=C\C(O)=O.C(O)(=O)/C=C\C(O)=O.[NH2:17][C:18]1[N:26]=[C:25]([O:27][CH2:28][CH2:29][CH2:30][CH3:31])[N:24]=[C:23]2[C:19]=1[NH:20][C:21](=[O:45])[N:22]2[CH2:32][CH2:33][CH2:34][NH:35][CH2:36][CH2:37][CH2:38][N:39]1[CH2:44][CH2:43][O:42][CH2:41][CH2:40]1.C(N(CC)CC)C.C(O[BH3-])(=O)C.[Na+].[CH:59]([C:61]1[CH:62]=[C:63]([CH2:67][C:68]([O:70][CH3:71])=[O:69])[CH:64]=[CH:65][CH:66]=1)=O.C(=O)([O-])[O-].[Na+].[Na+]. The catalyst is CN1C(=O)CCC1.O. The product is [NH2:17][C:18]1[N:26]=[C:25]([O:27][CH2:28][CH2:29][CH2:30][CH3:31])[N:24]=[C:23]2[C:19]=1[NH:20][C:21](=[O:45])[N:22]2[CH2:32][CH2:33][CH2:34][N:35]([CH2:59][C:61]1[CH:62]=[C:63]([CH2:67][C:68]([O:70][CH3:71])=[O:69])[CH:64]=[CH:65][CH:66]=1)[CH2:36][CH2:37][CH2:38][N:39]1[CH2:40][CH2:41][O:42][CH2:43][CH2:44]1. The yield is 0.906. (5) The reactants are [ClH:1].[OH:2][C@H:3]1[CH2:7][CH2:6][NH:5][C@@H:4]1[C:8]([OH:10])=[O:9].[CH3:11]O. No catalyst specified. The product is [ClH:1].[OH:2][C@H:3]1[CH2:7][CH2:6][NH:5][C@@H:4]1[C:8]([O:10][CH3:11])=[O:9]. The yield is 0.940.